Dataset: Forward reaction prediction with 1.9M reactions from USPTO patents (1976-2016). Task: Predict the product of the given reaction. (1) Given the reactants [CH2:1]1[N:7]([C:8]([O:10][CH2:11][C:12]2[CH:17]=[C:16]([C:18]([F:21])([F:20])[F:19])[CH:15]=[C:14]([Cl:22])[CH:13]=2)=[O:9])[CH2:6][CH2:5][CH2:4][N:3]2[CH:23]=[C:24]([C:26]([O:28]CC)=[O:27])[CH:25]=[C:2]12.[OH-].[Na+].Cl, predict the reaction product. The product is: [Cl:22][C:14]1[CH:13]=[C:12]([CH:17]=[C:16]([C:18]([F:19])([F:20])[F:21])[CH:15]=1)[CH2:11][O:10][C:8]([N:7]1[CH2:6][CH2:5][CH2:4][N:3]2[CH:23]=[C:24]([C:26]([OH:28])=[O:27])[CH:25]=[C:2]2[CH2:1]1)=[O:9]. (2) Given the reactants [Br:1][C:2]1[C:7]2[O:8][CH2:9][O:10][C:6]=2[C:5]([C:11](O)([CH3:13])[CH3:12])=[CH:4][CH:3]=1.[CH2:15]([O:17][C:18](=[O:26])[C:19]([O:21][Si](C)(C)C)=[CH2:20])[CH3:16].[Sn+6].[Cl-].C(=O)([O-])[O-].[Na+].[Na+], predict the reaction product. The product is: [CH2:15]([O:17][C:18](=[O:26])[C:19](=[O:20])[CH2:21][C:11]([C:5]1[C:6]2[O:10][CH2:9][O:8][C:7]=2[C:2]([Br:1])=[CH:3][CH:4]=1)([CH3:13])[CH3:12])[CH3:16]. (3) Given the reactants C([C@H]1COC(=O)N1[C:14](=[O:35])[CH:15](OCC1C=CC=CC=1)[CH2:16][C:17]1[CH:22]=[CH:21][C:20]([C:23]([F:26])([F:25])[F:24])=[CH:19][CH:18]=1)C1C=CC=CC=1.[OH:36]O.[Li+].[OH-].S([O-])([O-])=O.[Na+].[Na+].O1CC[CH2:48][CH2:47]1, predict the reaction product. The product is: [F:26][C:23]([F:24])([F:25])[C:20]1[CH:19]=[CH:18][C:17]([CH2:16][C@@H:15]([CH2:47][CH3:48])[C:14]([OH:35])=[O:36])=[CH:22][CH:21]=1.